From a dataset of Full USPTO retrosynthesis dataset with 1.9M reactions from patents (1976-2016). Predict the reactants needed to synthesize the given product. (1) Given the product [F:1][C:2]([F:11])([F:10])[C:3]1[CH:4]=[CH:5][C:6]([O:12][C:13]2[CH:14]=[C:15]([CH2:19][OH:20])[CH:16]=[CH:17][CH:18]=2)=[N:7][CH:8]=1, predict the reactants needed to synthesize it. The reactants are: [F:1][C:2]([F:11])([F:10])[C:3]1[CH:4]=[CH:5][C:6](Cl)=[N:7][CH:8]=1.[OH:12][C:13]1[CH:14]=[C:15]([CH2:19][OH:20])[CH:16]=[CH:17][CH:18]=1.C(=O)([O-])[O-].[K+].[K+]. (2) Given the product [CH2:1]([O:9][C:10]1[CH:15]=[CH:14][C:13]([CH:16]2[CH2:21][CH2:20][CH2:19][CH:18]([N:23]3[CH2:28][CH2:27][CH:26]([C:29]([O:31][CH2:32][CH3:33])=[O:30])[CH2:25][CH2:24]3)[CH2:17]2)=[CH:12][CH:11]=1)[CH2:2][CH2:3][CH2:4][CH2:5][CH2:6][CH2:7][CH3:8], predict the reactants needed to synthesize it. The reactants are: [CH2:1]([O:9][C:10]1[CH:15]=[CH:14][C:13]([CH:16]2[CH2:21][CH2:20][CH2:19][C:18](=O)[CH2:17]2)=[CH:12][CH:11]=1)[CH2:2][CH2:3][CH2:4][CH2:5][CH2:6][CH2:7][CH3:8].[NH:23]1[CH2:28][CH2:27][CH:26]([C:29]([O:31][CH2:32][CH3:33])=[O:30])[CH2:25][CH2:24]1.CC(O)=O.[BH-](OC(C)=O)(OC(C)=O)OC(C)=O.[Na+]. (3) Given the product [CH3:1][O:2][C:3](=[O:21])[CH2:4][C:5]1[CH:10]=[CH:9][CH:8]=[C:7]([O:11][C:12]2[CH:17]=[CH:16][C:15]([Br:18])=[CH:14][C:13]=2[CH2:19][NH:29][CH2:22][C:23]2[CH:28]=[CH:27][CH:26]=[CH:25][CH:24]=2)[CH:6]=1, predict the reactants needed to synthesize it. The reactants are: [CH3:1][O:2][C:3](=[O:21])[CH2:4][C:5]1[CH:10]=[CH:9][CH:8]=[C:7]([O:11][C:12]2[CH:17]=[CH:16][C:15]([Br:18])=[CH:14][C:13]=2[CH:19]=O)[CH:6]=1.[CH2:22]([NH2:29])[C:23]1[CH:28]=[CH:27][CH:26]=[CH:25][CH:24]=1.C([BH3-])#N.[Na+]. (4) Given the product [C:32]([O:31][C@@H:26]([C:22]1[C:23]([CH3:25])=[CH:24][C:19]2=[N:18][C:17]3=[CH:47][N:20]2[C:21]=1[N:36]1[CH2:37][CH2:38][C:39]([CH3:46])([O:42][CH2:43][CH2:44][CH2:3][CH2:2][CH2:1][O:5][C:6]2[CH:11]=[CH:10][C:9]([F:12])=[CH:8][C:7]=2[CH2:13][NH:14][C:15]3=[O:16])[CH2:40][CH2:41]1)[C:27]([O:29][CH3:30])=[O:28])([CH3:35])([CH3:34])[CH3:33], predict the reactants needed to synthesize it. The reactants are: [CH2:1]([O:5][C:6]1[CH:11]=[CH:10][C:9]([F:12])=[CH:8][C:7]=1[CH2:13][NH:14][C:15]([C:17]1[N:18]=[C:19]2[CH:24]=[C:23]([CH3:25])[C:22]([C@H:26]([O:31][C:32]([CH3:35])([CH3:34])[CH3:33])[C:27]([O:29][CH3:30])=[O:28])=[C:21]([N:36]3[CH2:41][CH2:40][C:39]([CH3:46])([O:42][CH2:43][CH:44]=C)[CH2:38][CH2:37]3)[N:20]2[CH:47]=1)=[O:16])[CH2:2][CH:3]=C. (5) Given the product [OH:1][CH2:2][C:3]1[N:4]=[C:5]([CH2:8][CH2:9][CH:10]([NH:22][C:23](=[O:29])[O:24][C:25]([CH3:27])([CH3:26])[CH3:28])[CH2:11][C:12]2[CH:17]=[CH:16][C:15]([C:18]([F:21])([F:19])[F:20])=[CH:14][CH:13]=2)[S:6][CH:7]=1, predict the reactants needed to synthesize it. The reactants are: [OH:1][CH2:2][C:3]1[N:4]=[C:5]([C:8]#[C:9][CH:10]([NH:22][C:23](=[O:29])[O:24][C:25]([CH3:28])([CH3:27])[CH3:26])[CH2:11][C:12]2[CH:17]=[CH:16][C:15]([C:18]([F:21])([F:20])[F:19])=[CH:14][CH:13]=2)[S:6][CH:7]=1. (6) Given the product [CH2:24]([O:2][C:1]([C:4]1[O:8][C:7]([C:9]2[C:17]3[C:12](=[CH:13][CH:14]=[CH:15][CH:16]=3)[NH:11][N:10]=2)=[CH:6][CH:5]=1)=[O:3])[CH3:25], predict the reactants needed to synthesize it. The reactants are: [C:1]([C:4]1[O:8][C:7]([C:9]2[C:17]3[C:12](=[CH:13][CH:14]=[CH:15][CH:16]=3)[NH:11][N:10]=2)=[CH:6][CH:5]=1)([OH:3])=[O:2].S(=O)(=O)(O)O.O.[C:24]1(C)C=CC=C[CH:25]=1. (7) The reactants are: C([O:3][C:4]([C:6]1[N:7]=[CH:8][N:9]2[C:15]=1[CH2:14][N:13]([C:16](=[O:37])[CH2:17][CH:18]([NH:29][C:30]([O:32][C:33]([CH3:36])([CH3:35])[CH3:34])=[O:31])[CH2:19][C:20]1[CH:25]=[C:24]([F:26])[C:23]([F:27])=[CH:22][C:21]=1[F:28])[CH2:12][C:11]1[CH:38]=[CH:39][CH:40]=[CH:41][C:10]2=1)=[O:5])C.[OH-].[Li+].Cl. Given the product [C:33]([O:32][C:30]([NH:29][CH:18]([CH2:19][C:20]1[CH:25]=[C:24]([F:26])[C:23]([F:27])=[CH:22][C:21]=1[F:28])[CH2:17][C:16]([N:13]1[CH2:14][C:15]2[N:9]([CH:8]=[N:7][C:6]=2[C:4]([OH:5])=[O:3])[C:10]2[CH:41]=[CH:40][CH:39]=[CH:38][C:11]=2[CH2:12]1)=[O:37])=[O:31])([CH3:36])([CH3:34])[CH3:35], predict the reactants needed to synthesize it.